Dataset: Reaction yield outcomes from USPTO patents with 853,638 reactions. Task: Predict the reaction yield, written as a fraction of the theoretical maximum amount of product (1.0 means a 100% yield; for example, 0.34 means a 34% yield). (1) The reactants are [H-].[Na+].Cl[C:4]1[CH:9]=[CH:8][N:7]=[C:6]([NH2:10])[CH:5]=1.[NH2:11][C:12]1[CH:17]=[CH:16][C:15]([OH:18])=[CH:14][C:13]=1[F:19]. The catalyst is CS(C)=O. The product is [NH2:11][C:12]1[CH:17]=[CH:16][C:15]([O:18][C:4]2[CH:9]=[CH:8][N:7]=[C:6]([NH2:10])[CH:5]=2)=[CH:14][C:13]=1[F:19]. The yield is 0.260. (2) The yield is 1.00. The catalyst is ClCCl.FC(F)(F)C(O)=O. The reactants are C([O:5][C:6](=[O:41])[C:7]1[CH:12]=[CH:11][C:10]([NH:13][C:14]2[N:19]=[C:18]([C:20]3[N:21]([CH3:38])[CH:22]=[C:23]([C:25](=[O:37])[NH:26][C:27]4[C:32]([CH2:33][CH3:34])=[CH:31][CH:30]=[CH:29][C:28]=4[CH2:35][CH3:36])[CH:24]=3)[C:17]([CH3:39])=[CH:16][N:15]=2)=[C:9]([CH3:40])[CH:8]=1)(C)(C)C.O. The product is [CH2:35]([C:28]1[CH:29]=[CH:30][CH:31]=[C:32]([CH2:33][CH3:34])[C:27]=1[NH:26][C:25]([C:23]1[CH:24]=[C:20]([C:18]2[C:17]([CH3:39])=[CH:16][N:15]=[C:14]([NH:13][C:10]3[CH:11]=[CH:12][C:7]([C:6]([OH:41])=[O:5])=[CH:8][C:9]=3[CH3:40])[N:19]=2)[N:21]([CH3:38])[CH:22]=1)=[O:37])[CH3:36]. (3) The reactants are [H-].[Na+].[CH3:3][O:4][CH2:5][CH2:6][O:7]CCO.[CH2:11]([O:13][C:14](=[O:42])[CH2:15][CH2:16][CH2:17][CH2:18][CH2:19][O:20][CH2:21][CH2:22][O:23][CH2:24][CH2:25][O:26][CH2:27][CH2:28][O:29][CH2:30][CH2:31][O:32][CH2:33][CH2:34][O:35][CH2:36][CH2:37]S(C)(=O)=O)[CH3:12]. The catalyst is C1(C)C=CC=CC=1. The product is [CH2:11]([O:13][C:14](=[O:42])[CH2:15][CH2:16][CH2:17][CH2:18][CH2:19][O:20][CH2:21][CH2:22][O:23][CH2:24][CH2:25][O:26][CH2:27][CH2:28][O:29][CH2:30][CH2:31][O:32][CH2:33][CH2:34][O:35][CH2:36][CH2:37][O:7][CH2:6][CH2:5][O:4][CH3:3])[CH3:12]. The yield is 0.570. (4) The reactants are [Cl:1][C:2]1[C:3]([F:12])=[C:4]([CH:8]=[CH:9][C:10]=1[F:11])[C:5]([OH:7])=[O:6].OS(O)(=O)=O.[N+:18]([O-])([OH:20])=[O:19]. No catalyst specified. The product is [Cl:1][C:2]1[C:3]([F:12])=[C:4]([CH:8]=[C:9]([N+:18]([O-:20])=[O:19])[C:10]=1[F:11])[C:5]([OH:7])=[O:6]. The yield is 0.950.